This data is from Forward reaction prediction with 1.9M reactions from USPTO patents (1976-2016). The task is: Predict the product of the given reaction. (1) Given the reactants [O:1]1[C:6]2[CH:7]=[CH:8][CH:9]=[CH:10][C:5]=2[NH:4][C:3](=[O:11])[CH2:2]1.Br[CH2:13][C@H:14]([CH3:24])[CH2:15][O:16][Si:17]([C:20]([CH3:23])([CH3:22])[CH3:21])([CH3:19])[CH3:18].C([O-])([O-])=O.[Cs+].[Cs+], predict the reaction product. The product is: [Si:17]([O:16][CH2:15][CH:14]([CH3:24])[CH2:13][C@H:2]1[C:3](=[O:11])[NH:4][C:5]2[CH:10]=[CH:9][CH:8]=[CH:7][C:6]=2[O:1]1)([C:20]([CH3:21])([CH3:22])[CH3:23])([CH3:18])[CH3:19]. (2) Given the reactants [CH:1]([CH:4]1[NH:8][C@@H:7]([CH2:9][CH:10]([CH3:12])[CH3:11])[CH2:6][O:5]1)([CH3:3])[CH3:2].[BH4-].[Na+], predict the reaction product. The product is: [CH3:11][CH:10]([CH3:12])[CH2:9][C@H:7]([NH:8][CH2:4][CH:1]([CH3:3])[CH3:2])[CH2:6][OH:5]. (3) Given the reactants [CH3:1][C:2]1[N:6]=[C:5]([CH2:7][O:8][C:9]2[CH:14]=[CH:13][C:12]([N+:15]([O-])=O)=[C:11]([N+:18]([O-])=O)[CH:10]=2)[O:4][N:3]=1.[O:21]1[CH2:26][CH2:25][N:24]([C:27]2[CH:32]=[CH:31][C:30]([NH:33][C:34]([C:36]3[CH:43]=[CH:42][C:39]([CH:40]=O)=[CH:38][CH:37]=3)=[O:35])=[CH:29][CH:28]=2)[CH2:23][CH2:22]1, predict the reaction product. The product is: [CH3:1][C:2]1[N:6]=[C:5]([CH2:7][O:8][C:9]2[CH:14]=[CH:13][C:12]3[N:15]=[C:40]([C:39]4[CH:38]=[CH:37][C:36]([C:34]([NH:33][C:30]5[CH:29]=[CH:28][C:27]([N:24]6[CH2:23][CH2:22][O:21][CH2:26][CH2:25]6)=[CH:32][CH:31]=5)=[O:35])=[CH:43][CH:42]=4)[NH:18][C:11]=3[CH:10]=2)[O:4][N:3]=1. (4) Given the reactants [NH2:1][C:2]1[C:3]([NH:19][C:20]2[CH:25]=[CH:24][C:23]([S:26]([NH2:29])(=[O:28])=[O:27])=[CH:22][CH:21]=2)=[N:4][CH:5]=[N:6][C:7]=1[C:8]1[CH:13]=[CH:12][C:11]([C:14]([F:17])([F:16])[F:15])=[CH:10][C:9]=1[F:18].[C:30]1(C)C=CC(S(O)(=O)=O)=CC=1.C(OC)(OC)OC, predict the reaction product. The product is: [F:18][C:9]1[CH:10]=[C:11]([C:14]([F:16])([F:15])[F:17])[CH:12]=[CH:13][C:8]=1[C:7]1[N:6]=[CH:5][N:4]=[C:3]2[C:2]=1[N:1]=[CH:30][N:19]2[C:20]1[CH:21]=[CH:22][C:23]([S:26]([NH2:29])(=[O:27])=[O:28])=[CH:24][CH:25]=1. (5) Given the reactants Cl.[Cl:2][C:3]1[CH:8]=[C:7]([Cl:9])[CH:6]=[CH:5][C:4]=1[CH:10]1[CH2:15][CH:14]([C:16]([O:18][CH3:19])=[O:17])[CH2:13][CH2:12][NH:11]1.CCN(C(C)C)C(C)C.[C:29](Cl)(=[O:32])[O:30][CH3:31], predict the reaction product. The product is: [Cl:2][C:3]1[CH:8]=[C:7]([Cl:9])[CH:6]=[CH:5][C:4]=1[CH:10]1[CH2:15][CH:14]([C:16]([O:18][CH3:19])=[O:17])[CH2:13][CH2:12][N:11]1[C:29]([O:30][CH3:31])=[O:32]. (6) The product is: [Cl:1][C:2]1[CH:3]=[CH:7][C:8]([N:11]([CH3:28])[C:12]([C:14]2[N:18]([CH3:19])[N:17]=[C:16]([C:20]([F:23])([F:22])[F:21])[C:15]=2[C:24]([F:25])([F:26])[F:27])=[O:13])=[CH:9][C:34]=1[C:35]([Cl:37])=[O:36]. Given the reactants [Cl:1][C:2]1C=[CH:9][C:8]([N:11]([CH3:28])[C:12]([C:14]2[N:18]([CH3:19])[N:17]=[C:16]([C:20]([F:23])([F:22])[F:21])[C:15]=2[C:24]([F:27])([F:26])[F:25])=[O:13])=[CH:7][C:3]=1C(O)=O.CN(C)C=O.[C:34](Cl)(=O)[C:35]([Cl:37])=[O:36], predict the reaction product. (7) Given the reactants Br[C:2]1[S:6][C:5]([C:7]([NH2:9])=[O:8])=[C:4]([NH:10][CH2:11][C:12]2[CH:17]=[CH:16][N:15]=[CH:14][CH:13]=2)[CH:3]=1.CO[C:20](OC)([CH3:22])[CH3:21].CC1(C)C2(CS(O)(=O)=O)C(CC1CC2)=O.[O-]S([O-])(=O)=O.[Mg+2].C([O-])(O)=O.[Na+].[CH3:51][C:52]1[C:56](B2OC(C)(C)C(C)(C)O2)=[CH:55][N:54](C(OC(C)(C)C)=O)[N:53]=1.C(=O)([O-])[O-].[Na+].[Na+], predict the reaction product. The product is: [CH3:21][C:20]1([CH3:22])[N:10]([CH2:11][C:12]2[CH:17]=[CH:16][N:15]=[CH:14][CH:13]=2)[C:4]2[CH:3]=[C:2]([C:56]3[CH:55]=[N:54][NH:53][C:52]=3[CH3:51])[S:6][C:5]=2[C:7](=[O:8])[NH:9]1.